Dataset: NCI-60 drug combinations with 297,098 pairs across 59 cell lines. Task: Regression. Given two drug SMILES strings and cell line genomic features, predict the synergy score measuring deviation from expected non-interaction effect. (1) Drug 1: CC1OCC2C(O1)C(C(C(O2)OC3C4COC(=O)C4C(C5=CC6=C(C=C35)OCO6)C7=CC(=C(C(=C7)OC)O)OC)O)O. Drug 2: CC1=C(C(=CC=C1)Cl)NC(=O)C2=CN=C(S2)NC3=CC(=NC(=N3)C)N4CCN(CC4)CCO. Cell line: M14. Synergy scores: CSS=-13.2, Synergy_ZIP=4.62, Synergy_Bliss=2.24, Synergy_Loewe=-11.5, Synergy_HSA=-11.2. (2) Drug 1: CN1C2=C(C=C(C=C2)N(CCCl)CCCl)N=C1CCCC(=O)O.Cl. Drug 2: CCN(CC)CCCC(C)NC1=C2C=C(C=CC2=NC3=C1C=CC(=C3)Cl)OC. Cell line: SNB-75. Synergy scores: CSS=1.71, Synergy_ZIP=-2.40, Synergy_Bliss=-0.381, Synergy_Loewe=-8.16, Synergy_HSA=-0.853.